Task: Predict the reactants needed to synthesize the given product.. Dataset: Full USPTO retrosynthesis dataset with 1.9M reactions from patents (1976-2016) (1) Given the product [F:1][C:2]1[CH:3]=[CH:4][C:5]([C:8]2[CH:17]=[C:16]3[C:11]([CH:12]=[C:13]([S:18]([O-:20])=[O:19])[CH:14]=[N:15]3)=[CH:10][CH:9]=2)=[CH:6][CH:7]=1.[Na+:31], predict the reactants needed to synthesize it. The reactants are: [F:1][C:2]1[CH:7]=[CH:6][C:5]([C:8]2[CH:17]=[C:16]3[C:11]([CH:12]=[C:13]([S:18](CCC(OC)=O)(=[O:20])=[O:19])[CH:14]=[N:15]3)=[CH:10][CH:9]=2)=[CH:4][CH:3]=1.CO.C[O-].[Na+:31]. (2) The reactants are: N[C:2]1[S:3][C:4]([C:12]2[CH:17]=[CH:16][CH:15]=[CH:14][CH:13]=2)=[C:5]([C:7]([O:9][CH2:10][CH3:11])=[O:8])[N:6]=1.S(=O)(=O)(O)O.N([O-])=O.[Na+].[C:27]([Cu])#[N:28].[C-]#N.[Na+].C([O-])(O)=O.[Na+]. Given the product [C:27]([C:2]1[S:3][C:4]([C:12]2[CH:17]=[CH:16][CH:15]=[CH:14][CH:13]=2)=[C:5]([C:7]([O:9][CH2:10][CH3:11])=[O:8])[N:6]=1)#[N:28], predict the reactants needed to synthesize it. (3) Given the product [CH2:10]([O:9][C:8]([NH:7][C@@H:4]([CH2:25][OH:26])[CH2:3][C:2]([O:6][CH3:5])=[O:1])=[O:17])[C:11]1[CH:16]=[CH:15][CH:14]=[CH:13][CH:12]=1, predict the reactants needed to synthesize it. The reactants are: [O:1]=[C:2]1[O:6][CH2:5][C@H:4]([NH:7][C:8](=[O:17])[O:9][CH2:10][C:11]2[CH:16]=[CH:15][CH:14]=[CH:13][CH:12]=2)[CH2:3]1.C(N(CC)CC)C.[CH3:25][OH:26]. (4) The reactants are: C([NH:5][S:6]([CH:9]([C:11]1[CH:16]=[CH:15][CH:14]=[CH:13][CH:12]=1)[CH3:10])(=[O:8])=[O:7])(C)(C)C. Given the product [C:11]1([CH:9]([S:6]([NH2:5])(=[O:7])=[O:8])[CH3:10])[CH:12]=[CH:13][CH:14]=[CH:15][CH:16]=1, predict the reactants needed to synthesize it. (5) Given the product [CH:34]1([C:32]2[N:33]=[C:27]([CH:12]3[CH2:13][CH:14]([C:16]4[CH:17]=[CH:18][C:19]([O:22][C:23]([F:26])([F:25])[F:24])=[CH:20][CH:21]=4)[CH2:15][N:10]([C:8]([N:5]4[CH2:4][CH2:3][CH:2]([OH:1])[CH2:7][CH2:6]4)=[O:9])[CH2:11]3)[O:28][N:31]=2)[CH2:36][CH2:35]1, predict the reactants needed to synthesize it. The reactants are: [OH:1][CH:2]1[CH2:7][CH2:6][N:5]([C:8]([N:10]2[CH2:15][CH:14]([C:16]3[CH:21]=[CH:20][C:19]([O:22][C:23]([F:26])([F:25])[F:24])=[CH:18][CH:17]=3)[CH2:13][CH:12]([C:27](O)=[O:28])[CH2:11]2)=[O:9])[CH2:4][CH2:3]1.O[NH:31][C:32]([CH:34]1[CH2:36][CH2:35]1)=[NH:33]. (6) Given the product [N:16]1[CH:15]=[C:14]([C:6]2[CH:5]=[C:4]([CH:9]=[CH:8][CH:7]=2)[C:1]([OH:3])=[O:2])[CH:19]=[N:18][CH:17]=1, predict the reactants needed to synthesize it. The reactants are: [C:1]([C:4]1[CH:5]=[C:6](B(O)O)[CH:7]=[CH:8][CH:9]=1)([OH:3])=[O:2].Br[C:14]1[CH:15]=[N:16][CH:17]=[N:18][CH:19]=1.C(=O)([O-])[O-].[Na+].[Na+].Cl.